Task: Predict the reactants needed to synthesize the given product.. Dataset: Full USPTO retrosynthesis dataset with 1.9M reactions from patents (1976-2016) The reactants are: Br[C:2]1[CH:7]=[CH:6][C:5]([S:8]([NH:11][CH:12]2[CH2:15][CH2:14][CH2:13]2)(=[O:10])=[O:9])=[C:4]([C:16]([F:19])([F:18])[F:17])[CH:3]=1.[C:20]([C:22]1[N:26]([CH3:27])[C:25](B(O)O)=[CH:24][CH:23]=1)#[N:21].[F-].[K+]. Given the product [C:20]([C:22]1[N:26]([CH3:27])[C:25]([C:2]2[CH:7]=[CH:6][C:5]([S:8]([NH:11][CH:12]3[CH2:15][CH2:14][CH2:13]3)(=[O:10])=[O:9])=[C:4]([C:16]([F:19])([F:18])[F:17])[CH:3]=2)=[CH:24][CH:23]=1)#[N:21], predict the reactants needed to synthesize it.